This data is from NCI-60 drug combinations with 297,098 pairs across 59 cell lines. The task is: Regression. Given two drug SMILES strings and cell line genomic features, predict the synergy score measuring deviation from expected non-interaction effect. (1) Drug 1: CC1=C(C=C(C=C1)NC(=O)C2=CC=C(C=C2)CN3CCN(CC3)C)NC4=NC=CC(=N4)C5=CN=CC=C5. Drug 2: N.N.Cl[Pt+2]Cl. Cell line: MDA-MB-231. Synergy scores: CSS=35.1, Synergy_ZIP=-12.6, Synergy_Bliss=-4.47, Synergy_Loewe=-6.61, Synergy_HSA=-2.10. (2) Drug 1: CC(C)(C#N)C1=CC(=CC(=C1)CN2C=NC=N2)C(C)(C)C#N. Drug 2: CC1=C(C=C(C=C1)C(=O)NC2=CC(=CC(=C2)C(F)(F)F)N3C=C(N=C3)C)NC4=NC=CC(=N4)C5=CN=CC=C5. Cell line: OVCAR-4. Synergy scores: CSS=-2.93, Synergy_ZIP=2.61, Synergy_Bliss=3.42, Synergy_Loewe=-4.14, Synergy_HSA=-4.17. (3) Drug 1: C1=CC(=CC=C1CCC2=CNC3=C2C(=O)NC(=N3)N)C(=O)NC(CCC(=O)O)C(=O)O. Drug 2: COC1=NC(=NC2=C1N=CN2C3C(C(C(O3)CO)O)O)N. Cell line: HOP-62. Synergy scores: CSS=40.7, Synergy_ZIP=3.54, Synergy_Bliss=4.89, Synergy_Loewe=-51.5, Synergy_HSA=3.35. (4) Drug 1: C1=NC(=NC(=O)N1C2C(C(C(O2)CO)O)O)N. Drug 2: C(=O)(N)NO. Cell line: NCI/ADR-RES. Synergy scores: CSS=8.46, Synergy_ZIP=4.77, Synergy_Bliss=6.63, Synergy_Loewe=2.90, Synergy_HSA=4.65. (5) Drug 1: C1CN1P(=S)(N2CC2)N3CC3. Drug 2: CC1=C(C(=O)C2=C(C1=O)N3CC4C(C3(C2COC(=O)N)OC)N4)N. Cell line: NCI-H226. Synergy scores: CSS=8.45, Synergy_ZIP=1.93, Synergy_Bliss=4.81, Synergy_Loewe=-10.3, Synergy_HSA=-3.63. (6) Drug 1: CC1CCC2CC(C(=CC=CC=CC(CC(C(=O)C(C(C(=CC(C(=O)CC(OC(=O)C3CCCCN3C(=O)C(=O)C1(O2)O)C(C)CC4CCC(C(C4)OC)OCCO)C)C)O)OC)C)C)C)OC. Drug 2: CN(CC1=CN=C2C(=N1)C(=NC(=N2)N)N)C3=CC=C(C=C3)C(=O)NC(CCC(=O)O)C(=O)O. Cell line: UO-31. Synergy scores: CSS=50.3, Synergy_ZIP=4.19, Synergy_Bliss=5.24, Synergy_Loewe=-18.3, Synergy_HSA=0.152. (7) Drug 1: C1=CC(=CC=C1CCC2=CNC3=C2C(=O)NC(=N3)N)C(=O)NC(CCC(=O)O)C(=O)O. Drug 2: CCCCCOC(=O)NC1=NC(=O)N(C=C1F)C2C(C(C(O2)C)O)O. Cell line: NCI/ADR-RES. Synergy scores: CSS=16.3, Synergy_ZIP=-0.140, Synergy_Bliss=1.42, Synergy_Loewe=-12.4, Synergy_HSA=1.60. (8) Drug 1: CC12CCC3C(C1CCC2=O)CC(=C)C4=CC(=O)C=CC34C. Drug 2: C(CN)CNCCSP(=O)(O)O. Cell line: U251. Synergy scores: CSS=3.09, Synergy_ZIP=-13.8, Synergy_Bliss=-26.8, Synergy_Loewe=-47.7, Synergy_HSA=-26.5. (9) Drug 1: CC(C1=C(C=CC(=C1Cl)F)Cl)OC2=C(N=CC(=C2)C3=CN(N=C3)C4CCNCC4)N. Drug 2: CS(=O)(=O)OCCCCOS(=O)(=O)C. Cell line: T-47D. Synergy scores: CSS=-4.50, Synergy_ZIP=1.65, Synergy_Bliss=0.588, Synergy_Loewe=-1.89, Synergy_HSA=-1.90. (10) Drug 1: CC12CCC(CC1=CCC3C2CCC4(C3CC=C4C5=CN=CC=C5)C)O. Drug 2: COC1=NC(=NC2=C1N=CN2C3C(C(C(O3)CO)O)O)N. Cell line: A498. Synergy scores: CSS=-1.59, Synergy_ZIP=3.77, Synergy_Bliss=6.17, Synergy_Loewe=1.47, Synergy_HSA=1.47.